This data is from Reaction yield outcomes from USPTO patents with 853,638 reactions. The task is: Predict the reaction yield, written as a fraction of the theoretical maximum amount of product (1.0 means a 100% yield; for example, 0.34 means a 34% yield). (1) The product is [CH3:1][NH:15][C:11]1[CH:10]=[C:9]2[C:14]([C:6]([CH3:5])=[N:7][NH:8]2)=[CH:13][CH:12]=1. The catalyst is CO. The yield is 0.390. The reactants are [CH3:1][O-].[Na+].Cl.[CH3:5][C:6]1[C:14]2[C:9](=[CH:10][C:11]([NH2:15])=[CH:12][CH:13]=2)[NH:8][N:7]=1.C=O.[BH4-].[Na+].[OH-].[Na+]. (2) The reactants are [CH2:1]([C:5]1[N:10]=[C:9]([CH3:11])[N:8]([C:12]2[CH:17]=[CH:16][C:15]([OH:18])=[CH:14][CH:13]=2)[C:7](=[O:19])[C:6]=1[CH2:20][C:21]1[CH:26]=[CH:25][C:24]([C:27]2[CH:32]=[CH:31][CH:30]=[CH:29][C:28]=2[C:33]2[NH:37][C:36](=[O:38])[O:35][N:34]=2)=[CH:23][CH:22]=1)[CH2:2][CH2:3][CH3:4].[Si]([O:46][CH:47]1[CH2:52][CH2:51][CH:50](O)[CH2:49][CH2:48]1)(C(C)(C)C)(C)C.C1(P(C2C=CC=CC=2)C2C=CC=CC=2)C=CC=CC=1.N(C(OC(C)C)=O)=NC(OC(C)C)=O. The catalyst is O1CCCC1.O. The product is [CH2:1]([C:5]1[N:10]=[C:9]([CH3:11])[N:8]([C:12]2[CH:17]=[CH:16][C:15]([O:18][C@H:50]3[CH2:51][CH2:52][C@H:47]([OH:46])[CH2:48][CH2:49]3)=[CH:14][CH:13]=2)[C:7](=[O:19])[C:6]=1[CH2:20][C:21]1[CH:26]=[CH:25][C:24]([C:27]2[CH:32]=[CH:31][CH:30]=[CH:29][C:28]=2[C:33]2[NH:37][C:36](=[O:38])[O:35][N:34]=2)=[CH:23][CH:22]=1)[CH2:2][CH2:3][CH3:4]. The yield is 0.330. (3) The reactants are [H-].[Na+].[CH:3]1([C:9]2[CH:14]=[CH:13][C:12]([C:15]3[NH:19][CH:18]=[C:17]([CH:20]=[O:21])[CH:16]=3)=[CH:11][CH:10]=2)[CH2:8][CH2:7][CH2:6][CH2:5][CH2:4]1.[N:22]1[CH:27]=[CH:26][CH:25]=[C:24]([S:28](Cl)(=[O:30])=[O:29])[CH:23]=1. The catalyst is O1CCCC1. The product is [CH:3]1([C:9]2[CH:14]=[CH:13][C:12]([C:15]3[N:19]([S:28]([C:24]4[CH:23]=[N:22][CH:27]=[CH:26][CH:25]=4)(=[O:30])=[O:29])[CH:18]=[C:17]([CH:20]=[O:21])[CH:16]=3)=[CH:11][CH:10]=2)[CH2:4][CH2:5][CH2:6][CH2:7][CH2:8]1. The yield is 0.970. (4) The reactants are [F:1][C:2]([C:4]1[CH:9]=[CH:8][CH:7]=[CH:6][C:5]=1[CH2:10][C:11]([O:13]C)=[O:12])=[CH2:3].[Li+].[OH-].O. The catalyst is O.C1COCC1. The product is [F:1][C:2]([C:4]1[CH:9]=[CH:8][CH:7]=[CH:6][C:5]=1[CH2:10][C:11]([OH:13])=[O:12])=[CH2:3]. The yield is 0.770. (5) The reactants are [Br:1][C:2]1[CH:3]=[CH:4][C:5]2[O:9][C:8](=[O:10])[N:7]([CH2:11][C:12]([O:14]C(C)(C)C)=[O:13])[C:6]=2[CH:19]=1.Cl.O1CCOCC1.C(O)(=O)C.O. The catalyst is O1CCOCC1. The product is [Br:1][C:2]1[CH:3]=[CH:4][C:5]2[O:9][C:8](=[O:10])[N:7]([CH2:11][C:12]([OH:14])=[O:13])[C:6]=2[CH:19]=1. The yield is 0.980. (6) The reactants are [C:1]([NH:11][C@H:12]([C:17]([OH:19])=O)[CH2:13][CH:14]([CH3:16])[CH3:15])([O:3][CH2:4][C:5]1[CH:10]=[CH:9][CH:8]=[CH:7][CH:6]=1)=[O:2].CCN=C=NCCCN(C)C.C1C=CC2N(O)N=NC=2C=1.[NH2:41][CH2:42][CH:43]([OH:46])[CH2:44][NH2:45].CN1CCOCC1.[Cl:54][C:55]1[C:56]([C:72]#[N:73])=[C:57]([CH:69]=[CH:70][CH:71]=1)[O:58][C:59]1[CH:64]=[CH:63][C:62]([S:65](Cl)(=[O:67])=[O:66])=[CH:61][CH:60]=1. The catalyst is CN(C=O)C. The product is [C:1]([NH:11][C@H:12]([C:17]([CH:42]([NH2:41])[C:43](=[O:46])[CH2:44][NH:45][S:65]([C:62]1[CH:61]=[CH:60][C:59]([O:58][C:57]2[CH:69]=[CH:70][CH:71]=[C:55]([Cl:54])[C:56]=2[C:72]#[N:73])=[CH:64][CH:63]=1)(=[O:66])=[O:67])=[O:19])[CH2:13][CH:14]([CH3:15])[CH3:16])([O:3][CH2:4][C:5]1[CH:6]=[CH:7][CH:8]=[CH:9][CH:10]=1)=[O:2]. The yield is 0.0200. (7) The reactants are C(OC([N:8]1[CH2:12][CH2:11][CH2:10][CH:9]1[C:13](=[O:31])[NH:14][C:15]1[CH:20]=[CH:19][C:18]([C:21]2[CH:26]=[CH:25][CH:24]=[CH:23][C:22]=2[S:27]([CH3:30])(=[O:29])=[O:28])=[CH:17][CH:16]=1)=O)(C)(C)C.FC(F)(F)C(O)=O. The catalyst is C(Cl)Cl. The product is [CH3:30][S:27]([C:22]1[CH:23]=[CH:24][CH:25]=[CH:26][C:21]=1[C:18]1[CH:19]=[CH:20][C:15]([NH:14][C:13]([CH:9]2[CH2:10][CH2:11][CH2:12][NH:8]2)=[O:31])=[CH:16][CH:17]=1)(=[O:29])=[O:28]. The yield is 1.00. (8) The product is [NH2:24][C:22]1[N:23]=[C:16]([CH3:17])[C:12]2[C:13](=[O:15])[CH2:14][CH:9]([C:3]3[CH:4]=[CH:5][C:6]([F:8])=[CH:7][C:2]=3[Br:1])[CH2:10][C:11]=2[N:21]=1. The reactants are [Br:1][C:2]1[CH:7]=[C:6]([F:8])[CH:5]=[CH:4][C:3]=1[CH:9]1[CH2:14][C:13](=[O:15])[C:12](=[C:16](O)[CH3:17])[C:11](=O)[CH2:10]1.Cl.[NH2:21][C:22]([NH2:24])=[NH:23].CNC. The catalyst is CCO. The yield is 0.240. (9) The reactants are [CH3:1][C:2]1[CH:3]=[C:4]([C:9]2[N:10]=[C:11]([NH2:20])[S:12][C:13]=2[C:14]2[CH:19]=[CH:18][N:17]=[CH:16][CH:15]=2)[CH:5]=[C:6]([CH3:8])[CH:7]=1.[CH2:21]([N:23]=[C:24]=[O:25])[CH3:22].C(=O)([O-])O.[Na+]. The catalyst is CN(C)C(=O)C. The product is [CH3:1][C:2]1[CH:3]=[C:4]([C:9]2[N:10]=[C:11]([NH:20][C:24]([NH:23][CH2:21][CH3:22])=[O:25])[S:12][C:13]=2[C:14]2[CH:19]=[CH:18][N:17]=[CH:16][CH:15]=2)[CH:5]=[C:6]([CH3:8])[CH:7]=1. The yield is 0.420.